From a dataset of NCI-60 drug combinations with 297,098 pairs across 59 cell lines. Regression. Given two drug SMILES strings and cell line genomic features, predict the synergy score measuring deviation from expected non-interaction effect. Drug 1: C1CCN(CC1)CCOC2=CC=C(C=C2)C(=O)C3=C(SC4=C3C=CC(=C4)O)C5=CC=C(C=C5)O. Drug 2: CC1=CC=C(C=C1)C2=CC(=NN2C3=CC=C(C=C3)S(=O)(=O)N)C(F)(F)F. Cell line: BT-549. Synergy scores: CSS=-0.653, Synergy_ZIP=3.98, Synergy_Bliss=5.15, Synergy_Loewe=0.189, Synergy_HSA=-0.141.